From a dataset of Peptide-MHC class II binding affinity with 134,281 pairs from IEDB. Regression. Given a peptide amino acid sequence and an MHC pseudo amino acid sequence, predict their binding affinity value. This is MHC class II binding data. (1) The peptide sequence is APEVKYTVFETALKK. The MHC is DRB1_1201 with pseudo-sequence DRB1_1201. The binding affinity (normalized) is 0.175. (2) The peptide sequence is EKKYFAATDFEPLAA. The MHC is DRB1_0701 with pseudo-sequence DRB1_0701. The binding affinity (normalized) is 0.620. (3) The peptide sequence is EKDVTDITVKNCVLK. The MHC is DRB3_0101 with pseudo-sequence DRB3_0101. The binding affinity (normalized) is 0.138. (4) The peptide sequence is RVYCDPCRAGFETNV. The MHC is HLA-DQA10401-DQB10402 with pseudo-sequence HLA-DQA10401-DQB10402. The binding affinity (normalized) is 0.0741. (5) The MHC is DRB1_1501 with pseudo-sequence DRB1_1501. The binding affinity (normalized) is 0.471. The peptide sequence is FSNVYLFAKDKSGPL. (6) The peptide sequence is FLGCLVKEIPPRLLY. The MHC is DRB3_0202 with pseudo-sequence DRB3_0202. The binding affinity (normalized) is 0.420. (7) The peptide sequence is KALWIIFSQNMNIKL. The MHC is HLA-DPA10201-DPB10101 with pseudo-sequence HLA-DPA10201-DPB10101. The binding affinity (normalized) is 0.183.